This data is from Forward reaction prediction with 1.9M reactions from USPTO patents (1976-2016). The task is: Predict the product of the given reaction. (1) Given the reactants [CH:1]1[C:6]([NH2:7])=[CH:5][CH:4]=[C:3]([OH:8])[CH:2]=1.[C:9]([O:14][CH2:15][CH2:16][N:17]=[C:18]=[O:19])(=[O:13])[C:10]([CH3:12])=[CH2:11].[N-]=C=O.Cl, predict the reaction product. The product is: [C:9]([O:14][CH2:15][CH2:16][NH:17][C:18]([NH:7][C:6]1[CH:5]=[CH:4][C:3]([OH:8])=[CH:2][CH:1]=1)=[O:19])(=[O:13])[C:10]([CH3:12])=[CH2:11]. (2) Given the reactants [NH2:1][C:2]1[CH:3]=[C:4]([CH:12]2[CH2:17][C:16](=[O:18])[NH:15][C:14]([CH3:19])=[C:13]2[C:20]([NH:22][C:23]2[CH:24]=[C:25]3[C:29](=[CH:30][C:31]=2[F:32])[NH:28][N:27]=[CH:26]3)=[O:21])[CH:5]=[CH:6][C:7]=1[C:8]([F:11])([F:10])[F:9].[CH2:33]([S:35](Cl)(=[O:37])=[O:36])[CH3:34], predict the reaction product. The product is: [CH2:33]([S:35]([NH:1][C:2]1[CH:3]=[C:4]([CH:12]2[CH2:17][C:16](=[O:18])[NH:15][C:14]([CH3:19])=[C:13]2[C:20]([NH:22][C:23]2[CH:24]=[C:25]3[C:29](=[CH:30][C:31]=2[F:32])[NH:28][N:27]=[CH:26]3)=[O:21])[CH:5]=[CH:6][C:7]=1[C:8]([F:10])([F:11])[F:9])(=[O:37])=[O:36])[CH3:34]. (3) Given the reactants [F:1][CH:2]([F:28])[C:3]1[CH:12]=[C:11]2[C:6]([C:7](=[O:19])[N:8]([NH:14][S:15]([CH3:18])(=[O:17])=[O:16])[C:9](=[O:13])[NH:10]2)=[CH:5][C:4]=1[C:20]1[N:21]([CH:25]([CH3:27])[CH3:26])[N:22]=[CH:23][CH:24]=1.[C:29](Cl)(=[O:31])[CH3:30], predict the reaction product. The product is: [C:29]([N:14]([N:8]1[C:7](=[O:19])[C:6]2[C:11](=[CH:12][C:3]([CH:2]([F:1])[F:28])=[C:4]([C:20]3[N:21]([CH:25]([CH3:26])[CH3:27])[N:22]=[CH:23][CH:24]=3)[CH:5]=2)[NH:10][C:9]1=[O:13])[S:15]([CH3:18])(=[O:16])=[O:17])(=[O:31])[CH3:30]. (4) Given the reactants Cl.C(N=C=N[CH2:7][CH2:8][CH2:9][N:10]([CH3:12])C)C.ON1C2C=CC=CC=2N=N1.[C:23]([C:27]1[CH:32]=[CH:31][C:30](/[C:33](/[C:38]2[CH:43]=[CH:42][C:41]([Cl:44])=[C:40]([O:45][CH3:46])[N:39]=2)=[CH:34]\[C:35](O)=[O:36])=[CH:29][CH:28]=1)([CH3:26])([CH3:25])[CH3:24].N1CCCCC1, predict the reaction product. The product is: [C:23]([C:27]1[CH:28]=[CH:29][C:30](/[C:33](/[C:38]2[CH:43]=[CH:42][C:41]([Cl:44])=[C:40]([O:45][CH3:46])[N:39]=2)=[CH:34]\[C:35]([N:10]2[CH2:9][CH2:8][CH2:7][CH2:12]2)=[O:36])=[CH:31][CH:32]=1)([CH3:24])([CH3:25])[CH3:26]. (5) Given the reactants [N:1]1[C:10]2[C:5](=[CH:6][CH:7]=[CH:8][CH:9]=2)[C:4](C(O)=O)=[CH:3][CH:2]=1.CC[N:16]([CH2:19]C)CC.C1(P(N=[N+]=[N-])(C2C=CC=CC=2)=[O:28])C=CC=CC=1.[CH3:38][O:39][C:40]1[CH:41]=[C:42]([C@@:48]23[CH2:56][CH2:55][C@@H:54]([NH2:57])[CH2:53][C@@H:52]2[N:51]([CH3:58])[CH2:50][CH2:49]3)[CH:43]=[CH:44][C:45]=1[O:46][CH3:47], predict the reaction product. The product is: [CH3:38][O:39][C:40]1[CH:41]=[C:42]([C@@:48]23[CH2:56][CH2:55][C@@H:54]([NH:57][C:19]([NH:16][C:4]4[C:5]5[C:10](=[CH:9][CH:8]=[CH:7][CH:6]=5)[N:1]=[CH:2][CH:3]=4)=[O:28])[CH2:53][C@@H:52]2[N:51]([CH3:58])[CH2:50][CH2:49]3)[CH:43]=[CH:44][C:45]=1[O:46][CH3:47]. (6) Given the reactants C([N:8]1[CH2:12][C@@H:11]([C:13]2[CH:18]=[CH:17][C:16]([F:19])=[CH:15][CH:14]=2)[C@H:10]([CH2:20][N:21]2[C:29](=[O:30])[C:28]3[C:23](=[CH:24][CH:25]=[CH:26][CH:27]=3)[C:22]2=[O:31])[CH2:9]1)C1C=CC=CC=1.[C:40](O[C:40]([O:42][C:43]([CH3:46])([CH3:45])[CH3:44])=[O:41])([O:42][C:43]([CH3:46])([CH3:45])[CH3:44])=[O:41], predict the reaction product. The product is: [O:30]=[C:29]1[C:28]2[C:23](=[CH:24][CH:25]=[CH:26][CH:27]=2)[C:22](=[O:31])[N:21]1[CH2:20][C@H:10]1[C@H:11]([C:13]2[CH:14]=[CH:15][C:16]([F:19])=[CH:17][CH:18]=2)[CH2:12][N:8]([C:40]([O:42][C:43]([CH3:44])([CH3:45])[CH3:46])=[O:41])[CH2:9]1. (7) Given the reactants Cl[C:2]1[C:11]2[C:6](=[CH:7][C:8]([O:12][CH3:13])=[CH:9][CH:10]=2)[CH:5]=[C:4]([NH:14][C:15]2[CH:19]=[C:18]([CH3:20])[NH:17][N:16]=2)[N:3]=1.[CH:21]1([OH:25])[CH2:24][CH2:23][CH2:22]1, predict the reaction product. The product is: [CH:21]1([O:25][C:2]2[C:11]3[C:6](=[CH:7][C:8]([O:12][CH3:13])=[CH:9][CH:10]=3)[CH:5]=[C:4]([NH:14][C:15]3[CH:19]=[C:18]([CH3:20])[NH:17][N:16]=3)[N:3]=2)[CH2:24][CH2:23][CH2:22]1. (8) Given the reactants [O:1]1[CH:5]=[CH:4][CH:3]=[C:2]1/[CH:6]=[CH:7]/[C:8]([NH:10][CH2:11][CH2:12][CH2:13][CH2:14][CH2:15][C:16]([O-:18])=O)=[O:9].Cl.[NH2:20][OH:21].[OH-].[Na+].Cl, predict the reaction product. The product is: [O:1]1[CH:5]=[CH:4][CH:3]=[C:2]1[CH:6]=[CH:7][C:8]([NH:10][CH2:11][CH2:12][CH2:13][CH2:14][CH2:15][C:16](=[O:18])[NH:20][OH:21])=[O:9]. (9) The product is: [Si:11]([O:18][C@H:19]([CH2:61][O:62][Si:63]([C:66]([CH3:67])([CH3:69])[CH3:68])([CH3:64])[CH3:65])[CH2:20][C@H:21]1[O:25][C@@H:24]([CH2:26][C@@H:27]2[C:32](=[CH2:33])[C@H:31]([CH3:34])[CH2:30][C@H:29]([CH2:35][CH2:36][C@H:37]3[C:41](=[CH2:42])[CH2:40][C@H:39]([CH2:43][CH2:44][CH:45]=[O:46])[O:38]3)[O:28]2)[C@H:23]([CH2:54][C:55]([O:57][CH3:58])=[O:56])[C@H:22]1[O:59][CH3:60])([C:14]([CH3:17])([CH3:16])[CH3:15])([CH3:13])[CH3:12]. Given the reactants C(Cl)(=O)C(Cl)=O.CS(C)=O.[Si:11]([O:18][C@H:19]([CH2:61][O:62][Si:63]([C:66]([CH3:69])([CH3:68])[CH3:67])([CH3:65])[CH3:64])[CH2:20][C@H:21]1[O:25][C@@H:24]([CH2:26][C@@H:27]2[C:32](=[CH2:33])[C@H:31]([CH3:34])[CH2:30][C@H:29]([CH2:35][CH2:36][C@H:37]3[C:41](=[CH2:42])[CH2:40][C@H:39]([CH2:43][CH2:44][CH2:45][O:46][Si](CC)(CC)CC)[O:38]3)[O:28]2)[C@H:23]([CH2:54][C:55]([O:57][CH3:58])=[O:56])[C@H:22]1[O:59][CH3:60])([C:14]([CH3:17])([CH3:16])[CH3:15])([CH3:13])[CH3:12].C(N(CC)CC)C, predict the reaction product. (10) Given the reactants [C:1](=[O:33])([O:7][C:8]1[CH:13]=[CH:12][C:11]([C:14]2[CH:19]=[C:18]([O:20][CH3:21])[CH:17]=[CH:16][C:15]=2[F:22])=[C:10]([C:23]#[C:24][C:25]([CH3:32])([O:27][Si](C)(C)C)[CH3:26])[CH:9]=1)[O:2][C:3]([CH3:6])([CH3:5])[CH3:4].[F-].C([N+](CCCC)(CCCC)CCCC)CCC, predict the reaction product. The product is: [C:1](=[O:33])([O:7][C:8]1[CH:13]=[CH:12][C:11]([C:14]2[CH:19]=[C:18]([O:20][CH3:21])[CH:17]=[CH:16][C:15]=2[F:22])=[C:10]([C:23]#[C:24][C:25]([OH:27])([CH3:32])[CH3:26])[CH:9]=1)[O:2][C:3]([CH3:6])([CH3:5])[CH3:4].